Dataset: Catalyst prediction with 721,799 reactions and 888 catalyst types from USPTO. Task: Predict which catalyst facilitates the given reaction. (1) Reactant: [CH3:1][N:2]1[CH2:7][CH2:6][NH:5][C@H:4]([CH2:8][OH:9])[CH2:3]1.[OH-].[Na+].[C:20](O[C:20]([O:22][C:23]([CH3:26])([CH3:25])[CH3:24])=[O:21])([O:22][C:23]([CH3:26])([CH3:25])[CH3:24])=[O:21].[H-].[Na+].[C:29]1([N:35]2[CH2:40][CH2:39][N:38]([C:41](OC3C=CC([N+]([O-])=O)=CC=3)=[O:42])[CH2:37][CH2:36]2)[CH:34]=[CH:33][CH:32]=[CH:31][CH:30]=1. Product: [C:23]([O:22][C:20]([N:5]1[CH2:6][CH2:7][N:2]([CH3:1])[CH2:3][C@H:4]1[CH2:8][O:9][C:41]([N:38]1[CH2:39][CH2:40][N:35]([C:29]2[CH:30]=[CH:31][CH:32]=[CH:33][CH:34]=2)[CH2:36][CH2:37]1)=[O:42])=[O:21])([CH3:24])([CH3:25])[CH3:26]. The catalyst class is: 127. (2) Reactant: [CH3:1][S:2]([NH:5][C:6]1[CH:7]=[CH:8][C:9]2[O:13][C:12]([C:14]([O:16]CC)=[O:15])=[CH:11][C:10]=2[CH:19]=1)(=[O:4])=[O:3].O[Li].O. Product: [CH3:1][S:2]([NH:5][C:6]1[CH:7]=[CH:8][C:9]2[O:13][C:12]([C:14]([OH:16])=[O:15])=[CH:11][C:10]=2[CH:19]=1)(=[O:3])=[O:4]. The catalyst class is: 20. (3) Reactant: [CH3:1][O:2][C:3]([CH:5]1[CH2:14][C:13]2[C:8](=[CH:9][CH:10]=[C:11]([OH:15])[CH:12]=2)[CH2:7][N:6]1[C:16]([O:18][C:19]([CH3:22])([CH3:21])[CH3:20])=[O:17])=[O:4].[C:23]([C:27]1[CH:32]=[CH:31][C:30](B(O)O)=[CH:29][CH:28]=1)([CH3:26])([CH3:25])[CH3:24]. Product: [CH3:1][O:2][C:3]([CH:5]1[CH2:14][C:13]2[C:8](=[CH:9][CH:10]=[C:11]([O:15][C:30]3[CH:31]=[CH:32][C:27]([C:23]([CH3:26])([CH3:25])[CH3:24])=[CH:28][CH:29]=3)[CH:12]=2)[CH2:7][N:6]1[C:16]([O:18][C:19]([CH3:22])([CH3:21])[CH3:20])=[O:17])=[O:4]. The catalyst class is: 302. (4) Reactant: [N:1]1[CH:6]=[CH:5][CH:4]=[N:3][C:2]=1[CH2:7][O:8][C:9]1[CH:14]=[CH:13][NH:12][C:11](=[O:15])[CH:10]=1.Br[C:17]1[CH:18]=[CH:19][C:20]2[C:21]3[CH2:30][N:29]([C:31]([O:33][C:34]([CH3:37])([CH3:36])[CH3:35])=[O:32])[CH2:28][CH2:27][C:22]=3[N:23]([CH3:26])[C:24]=2[CH:25]=1.OC1C=CC=C2C=1N=CC=C2.C([O-])([O-])=O.[Cs+].[Cs+]. Product: [CH3:26][N:23]1[C:24]2[CH:25]=[C:17]([N:12]3[CH:13]=[CH:14][C:9]([O:8][CH2:7][C:2]4[N:3]=[CH:4][CH:5]=[CH:6][N:1]=4)=[CH:10][C:11]3=[O:15])[CH:18]=[CH:19][C:20]=2[C:21]2[CH2:30][N:29]([C:31]([O:33][C:34]([CH3:37])([CH3:36])[CH3:35])=[O:32])[CH2:28][CH2:27][C:22]1=2. The catalyst class is: 156. (5) Reactant: C([O:8][CH2:9][CH:10]1[CH2:15][N:14]([S:16]([C:19]2[S:20][CH:21]=[CH:22][CH:23]=2)(=[O:18])=[O:17])[CH2:13][CH2:12][N:11]1[C:24]1[CH:29]=[CH:28][C:27]([C:30]([OH:36])([CH3:35])[C:31]([F:34])([F:33])[F:32])=[CH:26][CH:25]=1)C1C=CC=CC=1.C(Cl)Cl.B(Cl)(Cl)Cl. Product: [F:34][C:31]([F:32])([F:33])[C:30]([C:27]1[CH:28]=[CH:29][C:24]([N:11]2[CH2:12][CH2:13][N:14]([S:16]([C:19]3[S:20][CH:21]=[CH:22][CH:23]=3)(=[O:17])=[O:18])[CH2:15][CH:10]2[CH2:9][OH:8])=[CH:25][CH:26]=1)([OH:36])[CH3:35]. The catalyst class is: 5. (6) Reactant: C(OC([N:8]([C:15]1[CH:20]=[CH:19][C:18]([C:21]2[C:29]3[C:24](=[CH:25][C:26]([F:30])=[CH:27][CH:28]=3)[N:23]([S:31]([C:34]3[CH:39]=[CH:38][CH:37]=[CH:36][CH:35]=3)(=[O:33])=[O:32])[CH:22]=2)=[CH:17][N:16]=1)[CH2:9][C:10]([O:12][CH2:13][CH3:14])=[O:11])=O)(C)(C)C.[ClH:40]. Product: [ClH:40].[F:30][C:26]1[CH:25]=[C:24]2[C:29]([C:21]([C:18]3[CH:19]=[CH:20][C:15]([NH:8][CH2:9][C:10]([O:12][CH2:13][CH3:14])=[O:11])=[N:16][CH:17]=3)=[CH:22][N:23]2[S:31]([C:34]2[CH:35]=[CH:36][CH:37]=[CH:38][CH:39]=2)(=[O:33])=[O:32])=[CH:28][CH:27]=1. The catalyst class is: 12. (7) Reactant: [OH-].[Na+].[CH3:3][C:4]1([CH3:38])[C:12]2[C:7](=[CH:8][CH:9]=[C:10]([C:13]3[CH:18]=[CH:17][C:16]([C:19]([F:22])([F:21])[F:20])=[CH:15][CH:14]=3)[CH:11]=2)[N:6]([CH2:23][CH2:24][O:25][C:26]2[CH:27]=[C:28]([CH2:32][C:33]([O:35]CC)=[O:34])[CH:29]=[CH:30][CH:31]=2)[CH2:5]1.[ClH:39]. Product: [ClH:39].[CH3:3][C:4]1([CH3:38])[C:12]2[C:7](=[CH:8][CH:9]=[C:10]([C:13]3[CH:14]=[CH:15][C:16]([C:19]([F:21])([F:20])[F:22])=[CH:17][CH:18]=3)[CH:11]=2)[N:6]([CH2:23][CH2:24][O:25][C:26]2[CH:27]=[C:28]([CH2:32][C:33]([OH:35])=[O:34])[CH:29]=[CH:30][CH:31]=2)[CH2:5]1. The catalyst class is: 8. (8) Reactant: OO.[C:3]([C:5]1[CH:10]=[CH:9][C:8]([N:11]2[C:23]3[CH:22]=[CH:21][CH:20]=[C:19]([C:24]4[NH:28][C:27]5[CH:29]=[C:30]([F:33])[CH:31]=[CH:32][C:26]=5[N:25]=4)[C:18]=3[C:17]3[C:12]2=[CH:13][CH:14]=[CH:15][CH:16]=3)=[CH:7][C:6]=1[NH:34][C@H:35]1[CH2:40][CH2:39][C@H:38]([O:41][C:42](=[O:44])[CH3:43])[CH2:37][CH2:36]1)#[N:4].CS(C)=[O:47].[OH-].[Na+]. Product: [C:3]([C:5]1[CH:10]=[CH:9][C:8]([N:11]2[C:23]3[CH:22]=[CH:21][CH:20]=[C:19]([C:24]4[NH:28][C:27]5[CH:29]=[C:30]([F:33])[CH:31]=[CH:32][C:26]=5[N:25]=4)[C:18]=3[C:17]3[C:12]2=[CH:13][CH:14]=[CH:15][CH:16]=3)=[CH:7][C:6]=1[NH:34][C@H:35]1[CH2:36][CH2:37][C@H:38]([O:41][C:42](=[O:44])[CH3:43])[CH2:39][CH2:40]1)(=[O:47])[NH2:4]. The catalyst class is: 40.